This data is from Reaction yield outcomes from USPTO patents with 853,638 reactions. The task is: Predict the reaction yield, written as a fraction of the theoretical maximum amount of product (1.0 means a 100% yield; for example, 0.34 means a 34% yield). (1) The reactants are [CH2:1]([C:3]1[N:7]([C:8]2[N:16]=[C:15]3[C:11]([N:12]=[C:13]([CH:18]=O)[N:14]3[CH3:17])=[C:10]([N:20]3[CH2:25][CH2:24][O:23][CH2:22][CH2:21]3)[N:9]=2)[C:6]2[CH:26]=[CH:27][CH:28]=[CH:29][C:5]=2[N:4]=1)[CH3:2].[N:30]1([CH:35]2[CH2:38][NH:37][CH2:36]2)[CH2:33][CH:32]([OH:34])[CH2:31]1.C(O[BH-](OC(=O)C)OC(=O)C)(=O)C.[Na+]. The catalyst is ClCCCl. The product is [CH2:1]([C:3]1[N:7]([C:8]2[N:16]=[C:15]3[C:11]([N:12]=[C:13]([CH2:18][N:37]4[CH2:38][CH:35]([N:30]5[CH2:33][CH:32]([OH:34])[CH2:31]5)[CH2:36]4)[N:14]3[CH3:17])=[C:10]([N:20]3[CH2:25][CH2:24][O:23][CH2:22][CH2:21]3)[N:9]=2)[C:6]2[CH:26]=[CH:27][CH:28]=[CH:29][C:5]=2[N:4]=1)[CH3:2]. The yield is 0.530. (2) The catalyst is CC(O)=O.CCOCC. The reactants are [Br:1]Br.[NH2:3][C:4]1[N:11]=[CH:10][CH:9]=[CH:8][C:5]=1[C:6]#[N:7]. The product is [NH2:3][C:4]1[N:11]=[CH:10][C:9]([Br:1])=[CH:8][C:5]=1[C:6]#[N:7]. The yield is 0.780. (3) The reactants are [CH:1](NC(C)C)(C)C.C([Li])CCC.[CH2:13]([O:15][C:16](=[O:23])[CH2:17][CH:18]1[CH2:22][CH2:21][O:20][CH2:19]1)[CH3:14].CI. The catalyst is O1CCCC1. The product is [CH2:13]([O:15][C:16](=[O:23])[CH:17]([CH:18]1[CH2:22][CH2:21][O:20][CH2:19]1)[CH3:1])[CH3:14]. The yield is 0.650. (4) The reactants are Br[C:2]1[CH:9]=[C:6]([CH:7]=[O:8])[C:5]([OH:10])=[CH:4][CH:3]=1.[CH3:11][O:12][CH2:13][O:14][C:15]1[C:20]([C:21]([CH3:24])([CH3:23])[CH3:22])=[CH:19][C:18]([CH2:25][CH3:26])=[CH:17][C:16]=1B(O)O.C([O-])([O-])=O.[Na+].[Na+]. The catalyst is C1(C)C=CC=CC=1.C(O)C.C1C=CC([P]([Pd]([P](C2C=CC=CC=2)(C2C=CC=CC=2)C2C=CC=CC=2)([P](C2C=CC=CC=2)(C2C=CC=CC=2)C2C=CC=CC=2)[P](C2C=CC=CC=2)(C2C=CC=CC=2)C2C=CC=CC=2)(C2C=CC=CC=2)C2C=CC=CC=2)=CC=1. The product is [OH:10][C:5]1[CH:4]=[CH:3][C:2]([C:16]2[CH:17]=[C:18]([CH2:25][CH3:26])[CH:19]=[C:20]([C:21]([CH3:24])([CH3:22])[CH3:23])[C:15]=2[O:14][CH2:13][O:12][CH3:11])=[CH:9][C:6]=1[CH:7]=[O:8]. The yield is 0.770. (5) The reactants are [NH2:1][C:2]1[CH:29]=[CH:28][C:5]2[N:6]([CH3:27])[C:7](=[C:9]3[S:13][C:12](=[N:14][C:15]4[CH:16]=[C:17]([CH:20]=[CH:21][C:22]=4[NH:23][CH2:24][CH3:25])[C:18]#[N:19])[NH:11][C:10]3=[O:26])[S:8][C:4]=2[CH:3]=1.[C:30]([O:34][C:35]([NH:37][C:38]([NH:40][C:41]([O:43][C:44]([CH3:47])([CH3:46])[CH3:45])=[O:42])=S)=[O:36])([CH3:33])([CH3:32])[CH3:31]. The catalyst is CN(C=O)C.C(Cl)(Cl)Cl.Cl[Hg]Cl. The product is [CH2:18]([N:11]1[C:10](=[O:26])[C:9](=[C:7]2[N:6]([CH3:27])[C:5]3[CH:28]=[CH:29][C:2]([NH:1][C:38]([NH:40][C:41]([O:43][C:44]([CH3:47])([CH3:46])[CH3:45])=[O:42])=[N:37][C:35]([O:34][C:30]([CH3:33])([CH3:32])[CH3:31])=[O:36])=[CH:3][C:4]=3[S:8]2)[S:13][C:12]1=[N:14][C:15]1[CH:16]=[C:17]([C:18]#[N:19])[CH:20]=[CH:21][C:22]=1[NH:23][CH2:24][CH3:25])[C:17]1[CH:20]=[CH:21][CH:22]=[CH:15][CH:16]=1. The yield is 0.870.